This data is from Catalyst prediction with 721,799 reactions and 888 catalyst types from USPTO. The task is: Predict which catalyst facilitates the given reaction. (1) Reactant: C[O:2][C:3]1[CH:12]=[C:11]([O:13][CH3:14])[CH:10]=[C:9]2[C:4]=1[C:5](=[O:23])[N:6]([C:15]1[CH:20]=[CH:19][C:18]([O:21][CH3:22])=[CH:17][CH:16]=1)[CH:7]=[N:8]2.[Cl-].[Li+].O.Cl. Product: [OH:2][C:3]1[CH:12]=[C:11]([O:13][CH3:14])[CH:10]=[C:9]2[C:4]=1[C:5](=[O:23])[N:6]([C:15]1[CH:20]=[CH:19][C:18]([O:21][CH3:22])=[CH:17][CH:16]=1)[CH:7]=[N:8]2. The catalyst class is: 44. (2) Reactant: C(OC([N:8]1[CH2:26][CH2:25][C:11]2([O:15][C:14](=[O:16])[N:13]([CH2:17][C:18]3[CH:23]=[CH:22][CH:21]=[C:20]([Br:24])[CH:19]=3)[CH2:12]2)[CH2:10][CH2:9]1)=O)(C)(C)C.FC(F)(F)C(O)=O.[F:34][C:35]1[CH:40]=[CH:39][C:38]([F:41])=[CH:37][C:36]=1[N:42]=[C:43]=[O:44].O. Product: [F:34][C:35]1[CH:40]=[CH:39][C:38]([F:41])=[CH:37][C:36]=1[NH:42][C:43]([N:8]1[CH2:26][CH2:25][C:11]2([O:15][C:14](=[O:16])[N:13]([CH2:17][C:18]3[CH:23]=[CH:22][CH:21]=[C:20]([Br:24])[CH:19]=3)[CH2:12]2)[CH2:10][CH2:9]1)=[O:44]. The catalyst class is: 91. (3) Reactant: [F:1][C:2]1[CH:7]=[CH:6][C:5]([C@H:8]([NH:10][CH2:11][C:12]2[CH:13]=[C:14]3[C:18](=[CH:19][C:20]=2[NH2:21])[N:17]([C:22]([C:35]2[CH:40]=[CH:39][CH:38]=[CH:37][CH:36]=2)([C:29]2[CH:34]=[CH:33][CH:32]=[CH:31][CH:30]=2)[C:23]2[CH:28]=[CH:27][CH:26]=[CH:25][CH:24]=2)[N:16]=[C:15]3[C:41]2[CH:46]=[CH:45][N:44]=[C:43]([CH3:47])[CH:42]=2)[CH3:9])=[CH:4][CH:3]=1.Cl[C:49](Cl)([O:51]C(=O)OC(Cl)(Cl)Cl)Cl. Product: [F:1][C:2]1[CH:3]=[CH:4][C:5]([C@H:8]([N:10]2[CH2:11][C:12]3[C:20](=[CH:19][C:18]4[N:17]([C:22]([C:23]5[CH:28]=[CH:27][CH:26]=[CH:25][CH:24]=5)([C:29]5[CH:34]=[CH:33][CH:32]=[CH:31][CH:30]=5)[C:35]5[CH:36]=[CH:37][CH:38]=[CH:39][CH:40]=5)[N:16]=[C:15]([C:41]5[CH:46]=[CH:45][N:44]=[C:43]([CH3:47])[CH:42]=5)[C:14]=4[CH:13]=3)[NH:21][C:49]2=[O:51])[CH3:9])=[CH:6][CH:7]=1. The catalyst class is: 12. (4) The catalyst class is: 471. Product: [Cl:35][C:36]1[CH:37]=[C:38]([S:1][C:2]2[NH:3][C:4]3[C:9]([N:10]=2)=[C:8]([NH2:11])[N:7]=[CH:6][N:5]=3)[CH:39]=[C:40]([Cl:42])[CH:41]=1. Reactant: [SH:1][C:2]1[NH:10][C:9]2[C:4](=[N:5][CH:6]=[N:7][C:8]=2[NH2:11])[N:3]=1.CC1C=CC2C=CC3C=CC(C)=NC=3C=2N=1.O.O(C(C)(C)C)[Na].[Cl:35][C:36]1[CH:37]=[C:38](I)[CH:39]=[C:40]([Cl:42])[CH:41]=1. (5) Reactant: [C:1]1([C:3](=[CH:5][CH:6]=[CH:7][CH:8]=1)[OH:4])[OH:2].CC(C)[O-].[Al+3:13].CC(C)[O-].CC(C)[O-]. The catalyst class is: 11. Product: [C:1]1([C:3](=[CH:5][CH:6]=[CH:7][CH:8]=1)[O-:4])[O-:2].[Al+3:13].[C:1]1([C:3](=[CH:5][CH:6]=[CH:7][CH:8]=1)[O-:4])[O-:2].[C:1]1([C:3](=[CH:5][CH:6]=[CH:7][CH:8]=1)[O-:4])[O-:2].[Al+3:13]. (6) Reactant: [O:1]=[C:2]1[CH2:6][S:5][C:4](=[S:7])[N:3]1[NH:8][C:9]1[CH:17]=[CH:16][CH:15]=[CH:14][C:10]=1[C:11]([OH:13])=[O:12].[N+:18]([C:21]1[CH:22]=[C:23]([C:27]2[O:31][C:30]([CH:32]=O)=[CH:29][CH:28]=2)[CH:24]=[CH:25][CH:26]=1)([O-:20])=[O:19].C(O)(=O)C.C(O)(=O)C.C(N)CN.S([O-])(O)=O.[Na+]. Product: [N+:18]([C:21]1[CH:22]=[C:23]([C:27]2[O:31][C:30]([CH:32]=[C:6]3[S:5][C:4](=[S:7])[N:3]([NH:8][C:9]4[CH:17]=[CH:16][CH:15]=[CH:14][C:10]=4[C:11]([OH:13])=[O:12])[C:2]3=[O:1])=[CH:29][CH:28]=2)[CH:24]=[CH:25][CH:26]=1)([O-:20])=[O:19]. The catalyst class is: 5. (7) Reactant: [OH:1][C:2]1[C:7]([CH3:8])=[C:6]([CH3:9])[C:5]([O:10]C(=O)C)=[CH:4][C:3]=1[C:14](=[O:16])[CH3:15].C(=O)([O-])[O-].[K+].[K+].O.Cl. Product: [OH:1][C:2]1[C:7]([CH3:8])=[C:6]([CH3:9])[C:5]([OH:10])=[CH:4][C:3]=1[C:14](=[O:16])[CH3:15]. The catalyst class is: 5. (8) Reactant: [Li]CCCC.[CH3:6][CH2:7][CH2:8][CH2:9][CH2:10][CH3:11].[C:12]([O:16][C:17]([N:19]1CCC[C@@H]1C=O)=[O:18])([CH3:15])([CH3:14])[CH3:13]. Product: [C:12]([O:16][C:17]([N:19]1[CH2:11][CH2:10][CH2:9][C@@H:8]1[CH:7]=[CH2:6])=[O:18])([CH3:15])([CH3:14])[CH3:13]. The catalyst class is: 307. (9) The catalyst class is: 2. Reactant: [C:1]([O:5][C:6]([N:8]1[CH2:13][CH2:12][C:11]2([CH2:18][CH2:17][NH:16][CH2:15][CH2:14]2)[CH2:10][CH2:9]1)=[O:7])([CH3:4])([CH3:3])[CH3:2].[C:19](OC(=O)C)(=[O:21])[CH3:20].C(N(CC)CC)C. Product: [C:1]([O:5][C:6]([N:8]1[CH2:13][CH2:12][C:11]2([CH2:18][CH2:17][N:16]([C:19](=[O:21])[CH3:20])[CH2:15][CH2:14]2)[CH2:10][CH2:9]1)=[O:7])([CH3:4])([CH3:2])[CH3:3].